Dataset: Forward reaction prediction with 1.9M reactions from USPTO patents (1976-2016). Task: Predict the product of the given reaction. (1) Given the reactants Cl[C:2]1[C:11]2[C:6](=[CH:7][CH:8]=[C:9]([CH3:12])[CH:10]=2)[N:5]=[C:4]([N:13]2[CH2:19][C:18]3[CH:20]=[CH:21][CH:22]=[CH:23][C:17]=3[S:16](=[O:25])(=[O:24])[CH2:15][CH2:14]2)[CH:3]=1.[C:26]([CH:29]1[CH2:33][CH2:32][CH2:31][N:30]1[C:34]([O:36][C:37]([CH3:40])([CH3:39])[CH3:38])=[O:35])(=[O:28])[NH2:27].CC(C)([O-])C.[Na+], predict the reaction product. The product is: [O:24]=[S:16]1(=[O:25])[C:17]2[CH:23]=[CH:22][CH:21]=[CH:20][C:18]=2[CH2:19][N:13]([C:4]2[CH:3]=[C:2]([NH:27][C:26]([CH:29]3[CH2:33][CH2:32][CH2:31][N:30]3[C:34]([O:36][C:37]([CH3:40])([CH3:39])[CH3:38])=[O:35])=[O:28])[C:11]3[C:6](=[CH:7][CH:8]=[C:9]([CH3:12])[CH:10]=3)[N:5]=2)[CH2:14][CH2:15]1. (2) Given the reactants C(N(CC)CC)C.[CH3:8][S:9](Cl)(=[O:11])=[O:10].[OH:13][CH2:14][C:15]([C:17]1[CH:22]=[N:21][C:20]([CH3:23])=[CH:19][N:18]=1)=[O:16].[Cl-].[NH4+], predict the reaction product. The product is: [CH3:8][S:9]([O:13][CH2:14][C:15]([C:17]1[CH:22]=[N:21][C:20]([CH3:23])=[CH:19][N:18]=1)=[O:16])(=[O:11])=[O:10]. (3) Given the reactants [O:1]1[CH2:6][CH2:5][CH2:4][C:3](=O)[CH2:2]1.N1CCCC1.O.C1(C)C=CC([S:20](O)(=O)=O)=CC=1.[S].[N:26]#[C:27][NH2:28], predict the reaction product. The product is: [S:20]1[C:4]2[CH2:5][CH2:6][O:1][CH2:2][C:3]=2[N:26]=[C:27]1[NH2:28]. (4) Given the reactants [CH3:1][C:2]1[CH:7]=[CH:6][C:5]([CH3:8])=[CH:4][C:3]=1[C:9]#[C:10][CH2:11][OH:12], predict the reaction product. The product is: [CH3:1][C:2]1[CH:7]=[CH:6][C:5]([CH3:8])=[CH:4][C:3]=1[CH2:9][CH2:10][CH2:11][OH:12]. (5) Given the reactants [OH:1][CH:2]([C:6]1[CH:11]=[CH:10][C:9]([C:12]2[N:16]=[C:15]([C:17]3[O:21][N:20]=[C:19]([C:22]4[CH:27]=[CH:26][CH:25]=[CH:24][CH:23]=4)[C:18]=3[C:28]([F:31])([F:30])[F:29])[O:14][N:13]=2)=[CH:8][CH:7]=1)[C:3]([OH:5])=O.CN1CCOCC1.[NH2:39][CH2:40][CH2:41][C:42]([CH3:45])([OH:44])[CH3:43].F[P-](F)(F)(F)(F)F.N1(O[P+](N(C)C)(N(C)C)N(C)C)C2C=CC=CC=2N=N1, predict the reaction product. The product is: [OH:1][CH:2]([C:6]1[CH:11]=[CH:10][C:9]([C:12]2[N:16]=[C:15]([C:17]3[O:21][N:20]=[C:19]([C:22]4[CH:23]=[CH:24][CH:25]=[CH:26][CH:27]=4)[C:18]=3[C:28]([F:31])([F:30])[F:29])[O:14][N:13]=2)=[CH:8][CH:7]=1)[C:3]([NH:39][CH2:40][CH2:41][C:42]([OH:44])([CH3:45])[CH3:43])=[O:5]. (6) Given the reactants Br[C:2]1([CH2:10][C:11]([O:13][Si:14]([C:17]([CH3:20])([CH3:19])[CH3:18])([CH3:16])[CH3:15])=[O:12])[C:6](=[O:7])[O:5][C:4]([CH3:9])([CH3:8])[O:3]1.CCCCCCC=CCCC, predict the reaction product. The product is: [CH3:8][C:4]1([CH3:9])[O:5][C:6](=[O:7])/[C:2](=[CH:10]/[C:11]([O:13][Si:14]([C:17]([CH3:20])([CH3:19])[CH3:18])([CH3:15])[CH3:16])=[O:12])/[O:3]1. (7) Given the reactants I[C:2]1[C:10]2[C:5](=[N:6][CH:7]=[N:8][C:9]=2[NH2:11])[N:4]([CH:12]2[CH2:15][N:14]([CH3:16])[CH2:13]2)[N:3]=1.[CH3:17][C:18]1[CH:19]=[C:20]([CH3:43])[C:21]2[O:25][C:24]([NH:26][C:27]3[CH:32]=[CH:31][C:30](B4OC(C)(C)C(C)(C)O4)=[CH:29][CH:28]=3)=[N:23][C:22]=2[CH:42]=1.C(=O)([O-])[O-].[Na+].[Na+], predict the reaction product. The product is: [NH2:11][C:9]1[N:8]=[CH:7][N:6]=[C:5]2[N:4]([CH:12]3[CH2:15][N:14]([CH3:16])[CH2:13]3)[N:3]=[C:2]([C:30]3[CH:29]=[CH:28][C:27]([NH:26][C:24]4[O:25][C:21]5[C:20]([CH3:43])=[CH:19][C:18]([CH3:17])=[CH:42][C:22]=5[N:23]=4)=[CH:32][CH:31]=3)[C:10]=12.